Predict the product of the given reaction. From a dataset of Forward reaction prediction with 1.9M reactions from USPTO patents (1976-2016). (1) Given the reactants [NH2:1][C:2]1[CH:11]=[C:10]2[C:5]([CH2:6][CH2:7][CH:8]([CH2:12][OH:13])[O:9]2)=[CH:4][CH:3]=1.[C:14]1([S:20](Cl)(=[O:22])=[O:21])[CH:19]=[CH:18][CH:17]=[CH:16][CH:15]=1.[OH2:24], predict the reaction product. The product is: [C:14]1([S:20]([NH:1][C:2]2[CH:11]=[C:10]3[C:5]([CH2:6][CH2:7][CH:8]([CH2:12][O:13][S:20]([C:14]4[CH:19]=[CH:18][CH:17]=[CH:16][CH:15]=4)(=[O:21])=[O:24])[O:9]3)=[CH:4][CH:3]=2)(=[O:22])=[O:21])[CH:19]=[CH:18][CH:17]=[CH:16][CH:15]=1. (2) Given the reactants C(Cl)(=O)C(Cl)=O.CS(C)=O.[Si:11]([O:18][CH2:19][CH:20]([CH2:23][OH:24])[O:21][CH3:22])([C:14]([CH3:17])([CH3:16])[CH3:15])([CH3:13])[CH3:12].C(N(CC)CC)C, predict the reaction product. The product is: [Si:11]([O:18][CH2:19][CH:20]([O:21][CH3:22])[CH:23]=[O:24])([C:14]([CH3:17])([CH3:16])[CH3:15])([CH3:12])[CH3:13]. (3) Given the reactants [F:1][C:2]1[CH:29]=[CH:28][C:5]([CH2:6][NH:7][C:8](=[O:27])[CH2:9][N:10]2[CH2:14][CH2:13][N:12]([C:15]3[S:16][C:17]([C:21]([O:23]CC)=[O:22])=[C:18]([CH3:20])[N:19]=3)[C:11]2=[O:26])=[CH:4][CH:3]=1.[OH-].[Na+].Cl, predict the reaction product. The product is: [F:1][C:2]1[CH:29]=[CH:28][C:5]([CH2:6][NH:7][C:8](=[O:27])[CH2:9][N:10]2[CH2:14][CH2:13][N:12]([C:15]3[S:16][C:17]([C:21]([OH:23])=[O:22])=[C:18]([CH3:20])[N:19]=3)[C:11]2=[O:26])=[CH:4][CH:3]=1. (4) Given the reactants [O:1]1[CH2:6][CH2:5][CH2:4][CH2:3][CH:2]1[O:7][CH2:8][C:9]#[CH:10].CCCCCC.C([Li])CCC.CN(C)P(=O)(N(C)C)N(C)C.[Br:33][CH2:34][CH2:35][CH2:36]Br, predict the reaction product. The product is: [Br:33][CH2:34][CH2:35][CH2:36][C:10]#[C:9][CH2:8][O:7][CH:2]1[CH2:3][CH2:4][CH2:5][CH2:6][O:1]1. (5) Given the reactants [CH:1]1([C:7]2[CH:12]=[C:11]([O:13][CH3:14])[C:10]([O:15]C(C)C)=[CH:9][C:8]=2[C:19](=[O:21])[CH3:20])[CH2:6][CH2:5][CH2:4][CH2:3][CH2:2]1.[Al+3].[Cl-].[Cl-].[Cl-], predict the reaction product. The product is: [CH:1]1([C:7]2[CH:12]=[C:11]([O:13][CH3:14])[C:10]([OH:15])=[CH:9][C:8]=2[C:19](=[O:21])[CH3:20])[CH2:2][CH2:3][CH2:4][CH2:5][CH2:6]1.